This data is from Peptide-MHC class II binding affinity with 134,281 pairs from IEDB. The task is: Regression. Given a peptide amino acid sequence and an MHC pseudo amino acid sequence, predict their binding affinity value. This is MHC class II binding data. (1) The peptide sequence is ITNFRAILTAFSPAQ. The MHC is DRB1_1101 with pseudo-sequence DRB1_1101. The binding affinity (normalized) is 0.610. (2) The peptide sequence is SGDVLWDIPTPKIIE. The MHC is DRB1_0701 with pseudo-sequence DRB1_0701. The binding affinity (normalized) is 0.750. (3) The peptide sequence is FKVAATAAATAPADDKFTVF. The MHC is DRB1_1602 with pseudo-sequence DRB1_1602. The binding affinity (normalized) is 0.569. (4) The peptide sequence is VSLIAALKGMINLWK. The MHC is DRB1_0802 with pseudo-sequence DRB1_0802. The binding affinity (normalized) is 0.457. (5) The peptide sequence is TILPLMALLTPVTMA. The MHC is HLA-DQA10102-DQB10501 with pseudo-sequence HLA-DQA10102-DQB10501. The binding affinity (normalized) is 0.936. (6) The peptide sequence is VAWQVKLLPVPPTVT. The MHC is DRB1_0101 with pseudo-sequence DRB1_0101. The binding affinity (normalized) is 0.880. (7) The peptide sequence is QLSALWARFPLPVIP. The MHC is HLA-DQA10501-DQB10301 with pseudo-sequence HLA-DQA10501-DQB10301. The binding affinity (normalized) is 0.139.